This data is from Peptide-MHC class I binding affinity with 185,985 pairs from IEDB/IMGT. The task is: Regression. Given a peptide amino acid sequence and an MHC pseudo amino acid sequence, predict their binding affinity value. This is MHC class I binding data. (1) The peptide sequence is SPASFFSSW. The MHC is HLA-B53:01 with pseudo-sequence HLA-B53:01. The binding affinity (normalized) is 0.789. (2) The peptide sequence is HSYGIDLKSY. The MHC is HLA-A23:01 with pseudo-sequence HLA-A23:01. The binding affinity (normalized) is 0. (3) The peptide sequence is SELPDFACS. The MHC is HLA-B18:01 with pseudo-sequence HLA-B18:01. The binding affinity (normalized) is 0.167.